Dataset: Forward reaction prediction with 1.9M reactions from USPTO patents (1976-2016). Task: Predict the product of the given reaction. Given the reactants [F:1][C:2]1[CH:3]=[CH:4][C:5]([C:18]([OH:20])=[O:19])=[N:6][C:7]=1[C:8]1[CH2:17][CH2:16][C:11]2([O:15][CH2:14][CH2:13][O:12]2)[CH2:10][CH:9]=1.[CH3:21]CN=C=NCCCN(C)C.Cl.CO, predict the reaction product. The product is: [F:1][C:2]1[CH:3]=[CH:4][C:5]([C:18]([O:20][CH3:21])=[O:19])=[N:6][C:7]=1[C:8]1[CH2:17][CH2:16][C:11]2([O:15][CH2:14][CH2:13][O:12]2)[CH2:10][CH:9]=1.